From a dataset of Full USPTO retrosynthesis dataset with 1.9M reactions from patents (1976-2016). Predict the reactants needed to synthesize the given product. (1) Given the product [CH:17]1([C:8]2[N:4]3[CH:5]=[CH:6][N:7]=[C:2]([NH2:24])[C:3]3=[C:10]([C:11]3[CH:16]=[CH:15][CH:14]=[CH:13][CH:12]=3)[N:9]=2)[CH2:20][CH2:19][CH2:18]1, predict the reactants needed to synthesize it. The reactants are: Cl[C:2]1[C:3]2[N:4]([C:8]([CH:17]3[CH2:20][CH2:19][CH2:18]3)=[N:9][C:10]=2[C:11]2[CH:16]=[CH:15][CH:14]=[CH:13][CH:12]=2)[CH:5]=[CH:6][N:7]=1.ClC1C(C(NC(C2CCC2)=O)C2C=CC=CC=2)=[N:24]C=CN=1.O=P(Cl)(Cl)Cl. (2) Given the product [CH3:1][O:2][C:3]1[CH:4]=[C:5]2[C:10](=[CH:11][C:12]=1[O:13][CH3:14])[N:9]=[CH:8][CH:7]=[C:6]2[O:15][C:16]1[N:21]=[CH:20][C:19]([NH:22][C:33]([NH:32][C:30](=[O:31])[CH2:29][C:23]2[CH:24]=[CH:25][CH:26]=[CH:27][CH:28]=2)=[S:34])=[CH:18][CH:17]=1, predict the reactants needed to synthesize it. The reactants are: [CH3:1][O:2][C:3]1[CH:4]=[C:5]2[C:10](=[CH:11][C:12]=1[O:13][CH3:14])[N:9]=[CH:8][CH:7]=[C:6]2[O:15][C:16]1[N:21]=[CH:20][C:19]([NH2:22])=[CH:18][CH:17]=1.[C:23]1([CH2:29][C:30]([N:32]=[C:33]=[S:34])=[O:31])[CH:28]=[CH:27][CH:26]=[CH:25][CH:24]=1. (3) Given the product [Cl:1][C:2]1[CH:7]=[CH:6][CH:5]=[C:4]([CH2:8][CH3:9])[C:3]=1[CH:10]=[C:11]1[CH:16]2[CH2:17][CH:13]([CH2:14][CH2:15]2)[C:12](=[O:18])[O:22]1, predict the reactants needed to synthesize it. The reactants are: [Cl:1][C:2]1[CH:7]=[CH:6][CH:5]=[C:4]([CH2:8][CH3:9])[C:3]=1[CH:10]=[C:11]1[CH:16]2[CH2:17][CH:13]([CH2:14][CH2:15]2)[C:12]1=[O:18].OO.[Se](=O)=[O:22]. (4) Given the product [CH3:26][C:24]1[N:25]=[C:21]([NH:20][C:4]([C:6]2[C:11]([NH:12][C:13]3[CH:18]=[N:17][CH:16]=[N:15][CH:14]=3)=[CH:10][CH:9]=[C:8]([CH3:19])[N:7]=2)=[O:5])[S:22][CH:23]=1, predict the reactants needed to synthesize it. The reactants are: C(O[C:4]([C:6]1[C:11]([NH:12][C:13]2[CH:14]=[N:15][CH:16]=[N:17][CH:18]=2)=[CH:10][CH:9]=[C:8]([CH3:19])[N:7]=1)=[O:5])C.[NH2:20][C:21]1[S:22][CH:23]=[C:24]([CH3:26])[N:25]=1. (5) Given the product [Br:1][C:2]1[CH:3]=[C:4]([C:16]([NH2:18])=[O:17])[C:5]2[NH:6][C:7]3[C:12]([C:13]=2[CH:14]=1)=[CH:11][CH:10]=[C:9]([C:21]1[CH:20]=[N:19][CH:24]=[CH:23][CH:22]=1)[CH:8]=3, predict the reactants needed to synthesize it. The reactants are: [Br:1][C:2]1[CH:3]=[C:4]([C:16]([NH2:18])=[O:17])[C:5]2[NH:6][C:7]3[C:12]([C:13]=2[CH:14]=1)=[CH:11][CH:10]=[C:9](I)[CH:8]=3.[N:19]1[CH:24]=[CH:23][CH:22]=[C:21](B(O)O)[CH:20]=1.C([O-])([O-])=O.[Na+].[Na+].